From a dataset of Reaction yield outcomes from USPTO patents with 853,638 reactions. Predict the reaction yield, written as a fraction of the theoretical maximum amount of product (1.0 means a 100% yield; for example, 0.34 means a 34% yield). (1) The reactants are [F:1][C:2]1[CH:3]=[CH:4][C:5]([C:8]2[C:12]([CH2:13][CH2:14][C:15]3[S:16][C:17]([C:20]([OH:22])=O)=[CH:18][N:19]=3)=[C:11]([CH3:23])[O:10][N:9]=2)=[N:6][CH:7]=1.F[B-](F)(F)F.N1(OC(N(C)C)=[N+](C)C)C2C=CC=CC=2N=N1.C(N(CC)C(C)C)(C)C.[NH2:55][CH:56]1[CH2:61][CH2:60][O:59][CH2:58][CH2:57]1. The catalyst is CN(C=O)C. The product is [O:59]1[CH2:60][CH2:61][CH:56]([NH:55][C:20]([C:17]2[S:16][C:15]([CH2:14][CH2:13][C:12]3[C:8]([C:5]4[CH:4]=[CH:3][C:2]([F:1])=[CH:7][N:6]=4)=[N:9][O:10][C:11]=3[CH3:23])=[N:19][CH:18]=2)=[O:22])[CH2:57][CH2:58]1. The yield is 0.770. (2) The reactants are [CH3:1][O:2][C:3](=[O:32])[C:4]1[CH:9]=[CH:8][C:7]([CH2:10][N:11]2[CH:15]=[C:14]([C:16]3[CH:21]=[CH:20][C:19]([Cl:22])=[CH:18][C:17]=3[Cl:23])[N:13]=[C:12]2[CH2:24][C:25]2[CH:30]=[CH:29][C:28](Br)=[CH:27][CH:26]=2)=[CH:6][CH:5]=1.[CH3:33][O:34][C:35]1[CH:40]=[CH:39][CH:38]=[CH:37][C:36]=1B(O)O. No catalyst specified. The product is [CH3:1][O:2][C:3](=[O:32])[C:4]1[CH:9]=[CH:8][C:7]([CH2:10][N:11]2[CH:15]=[C:14]([C:16]3[CH:21]=[CH:20][C:19]([Cl:22])=[CH:18][C:17]=3[Cl:23])[N:13]=[C:12]2[CH2:24][C:25]2[CH:30]=[CH:29][C:28]([C:36]3[CH:37]=[CH:38][CH:39]=[CH:40][C:35]=3[O:34][CH3:33])=[CH:27][CH:26]=2)=[CH:6][CH:5]=1. The yield is 0.670. (3) The reactants are [CH2:1]([NH2:4])[CH2:2][NH2:3].[CH3:5][C:6]([O:9][C:10](O[C:10]([O:9][C:6]([CH3:8])([CH3:7])[CH3:5])=[O:11])=[O:11])([CH3:8])[CH3:7]. The catalyst is C(Cl)(Cl)Cl. The yield is 0.780. The product is [NH2:3][CH2:2][CH2:1][NH:4][C:10](=[O:11])[O:9][C:6]([CH3:8])([CH3:7])[CH3:5]. (4) The reactants are Cl[C:2]1[CH:3]=[CH:4][C:5]([N+:9]([O-:11])=[O:10])=[C:6]([NH2:8])[CH:7]=1.[NH:12]1[CH2:17][CH2:16][NH:15][CH2:14][CH2:13]1.C([O-])([O-])=O.[K+].[K+]. The catalyst is CN(C=O)C. The product is [N+:9]([C:5]1[CH:4]=[CH:3][C:2]([N:12]2[CH2:17][CH2:16][NH:15][CH2:14][CH2:13]2)=[CH:7][C:6]=1[NH2:8])([O-:11])=[O:10]. The yield is 0.700. (5) The reactants are [CH3:1][O:2][C:3]1[CH:4]=[C:5](/[C:11](=[CH:14]/[C:15]2[S:16][C:17]([N:20]3[CH2:25][CH2:24][CH:23]([OH:26])[CH2:22][CH2:21]3)=[CH:18][CH:19]=2)/[C:12]#[N:13])[CH:6]=[CH:7][C:8]=1[O:9][CH3:10].[CH2:27]([N:29]([CH2:33][CH3:34])[C:30](Cl)=[O:31])[CH3:28].CO. The catalyst is N1C=CC=CC=1. The product is [CH2:27]([N:29]([CH2:33][CH3:34])[C:30](=[O:31])[O:26][CH:23]1[CH2:22][CH2:21][N:20]([C:17]2[S:16][C:15](/[CH:14]=[C:11](\[C:12]#[N:13])/[C:5]3[CH:6]=[CH:7][C:8]([O:9][CH3:10])=[C:3]([O:2][CH3:1])[CH:4]=3)=[CH:19][CH:18]=2)[CH2:25][CH2:24]1)[CH3:28]. The yield is 0.213. (6) The reactants are CO[N:3]=[CH:4][C:5]1[CH:21]=[CH:20][C:8]2[CH2:9][CH2:10][N:11]([C:14](=[O:19])[C:15]([F:18])([F:17])[F:16])[CH2:12][CH2:13][C:7]=2[CH:6]=1.[ClH:22]. The catalyst is CO.[Pd]. The product is [ClH:22].[F:18][C:15]([F:16])([F:17])[C:14]([N:11]1[CH2:10][CH2:9][C:8]2[CH:20]=[CH:21][C:5]([CH2:4][NH2:3])=[CH:6][C:7]=2[CH2:13][CH2:12]1)=[O:19]. The yield is 0.928. (7) The reactants are C(OC(=O)[NH:7][CH2:8][CH2:9][N:10]1[C:14]([CH3:16])([CH3:15])[CH2:13][NH:12][C:11]1=[O:17])(C)(C)C.C(O)(C(F)(F)F)=O. The catalyst is C(Cl)Cl. The product is [NH2:7][CH2:8][CH2:9][N:10]1[C:14]([CH3:15])([CH3:16])[CH2:13][NH:12][C:11]1=[O:17]. The yield is 0.930. (8) The catalyst is CN(C=O)C.C(O)C.O. The reactants are I[C:2]1[C:10]2[C:5](=[N:6][CH:7]=[N:8][C:9]=2[NH2:11])[NH:4][N:3]=1.[F:12][C:13]([F:25])([F:24])[O:14][C:15]1[CH:16]=[C:17](B(O)O)[CH:18]=[CH:19][CH:20]=1.C(=O)([O-])[O-].[Na+].[Na+].ClCCl. The product is [F:12][C:13]([F:24])([F:25])[O:14][C:15]1[CH:20]=[C:19]([C:2]2[C:10]3[C:5](=[N:6][CH:7]=[N:8][C:9]=3[NH2:11])[NH:4][N:3]=2)[CH:18]=[CH:17][CH:16]=1. The yield is 0.410.